From a dataset of Reaction yield outcomes from USPTO patents with 853,638 reactions. Predict the reaction yield, written as a fraction of the theoretical maximum amount of product (1.0 means a 100% yield; for example, 0.34 means a 34% yield). The reactants are C(O[B:5]1[O:9][C:8]([CH3:11])([CH3:10])[C:7]([CH3:13])([CH3:12])[O:6]1)(C)C.C([Li])CCC.[F:19][C:20]1[CH:25]=[C:24]([CH2:26][O:27][CH:28]([CH3:30])[CH3:29])[CH:23]=[C:22]([F:31])[CH:21]=1. No catalyst specified. The product is [F:19][C:20]1[CH:25]=[C:24]([CH2:26][O:27][CH:28]([CH3:29])[CH3:30])[CH:23]=[C:22]([F:31])[C:21]=1[B:5]1[O:6][C:7]([CH3:12])([CH3:13])[C:8]([CH3:10])([CH3:11])[O:9]1. The yield is 0.950.